Dataset: Catalyst prediction with 721,799 reactions and 888 catalyst types from USPTO. Task: Predict which catalyst facilitates the given reaction. (1) Reactant: [Na+].[CH3:2][C:3]1[CH:4]=[CH:5][C:6]2[O:10][C:9]([C:11]([O-:13])=O)=[N:8][C:7]=2[CH:14]=1.[C:15]([O:19][C:20](=[O:42])[C@@H:21]([NH:25][S:26]([C:29]1[CH:34]=[CH:33][C:32]([C:35]2[CH:40]=[CH:39][C:38]([NH2:41])=[CH:37][CH:36]=2)=[CH:31][CH:30]=1)(=[O:28])=[O:27])[CH:22]([CH3:24])[CH3:23])([CH3:18])([CH3:17])[CH3:16].F[P-](F)(F)(F)(F)F.N1(O[P+](N(C)C)(N(C)C)N(C)C)C2C=CC=CC=2N=N1.C(N(CC)C(C)C)(C)C. Product: [C:15]([O:19][C:20](=[O:42])[C@@H:21]([NH:25][S:26]([C:29]1[CH:30]=[CH:31][C:32]([C:35]2[CH:36]=[CH:37][C:38]([NH:41][C:11]([C:9]3[O:10][C:6]4[CH:5]=[CH:4][C:3]([CH3:2])=[CH:14][C:7]=4[N:8]=3)=[O:13])=[CH:39][CH:40]=2)=[CH:33][CH:34]=1)(=[O:28])=[O:27])[CH:22]([CH3:24])[CH3:23])([CH3:17])([CH3:18])[CH3:16]. The catalyst class is: 650. (2) Reactant: [N:1]1([CH2:10][C:11]([OH:13])=O)[C:5]2[CH:6]=[CH:7][CH:8]=[CH:9][C:4]=2[N:3]=[CH:2]1.C(N(C(C)C)CC)(C)C.[C:23]1([CH3:35])[CH:28]=[CH:27][CH:26]=[C:25]([C:29]2[CH:33]=[C:32]([NH2:34])[O:31][N:30]=2)[CH:24]=1.F[P-](F)(F)(F)(F)F.Br[P+](N1CCCC1)(N1CCCC1)N1CCCC1.C(=O)([O-])[O-].[Na+].[Na+]. Product: [N:1]1([CH2:10][C:11]([NH:34][C:32]2[O:31][N:30]=[C:29]([C:25]3[CH:24]=[C:23]([CH3:35])[CH:28]=[CH:27][CH:26]=3)[CH:33]=2)=[O:13])[C:5]2[CH:6]=[CH:7][CH:8]=[CH:9][C:4]=2[N:3]=[CH:2]1. The catalyst class is: 4. (3) Reactant: [O:1]=[C:2]1[C:7]([C:8]([OH:10])=O)=[CH:6][CH:5]=[CH:4][NH:3]1.CN1CCOCC1.ClC(OCC(C)C)=O.[NH2:26][C:27]1[CH:32]=[CH:31][CH:30]=[CH:29][CH:28]=1. Product: [O:1]=[C:2]1[C:7]([C:8]([NH:26][C:27]2[CH:32]=[CH:31][CH:30]=[CH:29][CH:28]=2)=[O:10])=[CH:6][CH:5]=[CH:4][NH:3]1. The catalyst class is: 7. (4) Reactant: C([O:3][C:4](=[O:32])[CH2:5][C:6]1[CH:7]=[C:8]([C:14]2[CH:19]=[CH:18][C:17]([C:20]([F:23])([F:22])[F:21])=[CH:16][C:15]=2[CH2:24][S:25][C:26]2[CH:31]=[CH:30][CH:29]=[CH:28][CH:27]=2)[C:9]([O:12][CH3:13])=[CH:10][CH:11]=1)C.[OH-].[Li+]. Product: [CH3:13][O:12][C:9]1[C:8]([C:14]2[CH:19]=[CH:18][C:17]([C:20]([F:23])([F:21])[F:22])=[CH:16][C:15]=2[CH2:24][S:25][C:26]2[CH:27]=[CH:28][CH:29]=[CH:30][CH:31]=2)=[CH:7][C:6]([CH2:5][C:4]([OH:32])=[O:3])=[CH:11][CH:10]=1. The catalyst class is: 5. (5) Reactant: [NH2:1][CH:2]1[CH2:6][CH2:5][N:4]([C:7]([O:9][C:10]([CH3:13])([CH3:12])[CH3:11])=[O:8])[CH2:3]1.C(N(CC)CC)C.[CH3:21][S:22](Cl)(=[O:24])=[O:23]. Product: [C:10]([O:9][C:7]([N:4]1[CH2:5][CH2:6][CH:2]([NH:1][S:22]([CH3:21])(=[O:24])=[O:23])[CH2:3]1)=[O:8])([CH3:13])([CH3:12])[CH3:11]. The catalyst class is: 23. (6) Reactant: C(=[N:14][C:15]1[C:23]2[O:22][CH:21]=[CH:20][C:19]=2[CH:18]=[C:17]([CH3:24])[CH:16]=1)(C1C=CC=CC=1)C1C=CC=CC=1.Cl.[OH-].[Na+]. Product: [CH3:24][C:17]1[CH:16]=[C:15]([NH2:14])[C:23]2[O:22][CH:21]=[CH:20][C:19]=2[CH:18]=1. The catalyst class is: 1. (7) Reactant: [Cl:1][C:2]1[N:7]=[CH:6][C:5]([CH2:8][NH:9][CH2:10][C:11]#[N:12])=[CH:4][CH:3]=1.O[C:14]1[CH2:15][O:16][C:17](=[O:19])[CH:18]=1.C1(C)C=CC(S(O)(=O)=O)=CC=1. Product: [Cl:1][C:2]1[N:7]=[CH:6][C:5]([CH2:8][NH:9][CH2:10][C:11]#[N:12])=[CH:4][CH:3]=1.[Cl:1][C:2]1[N:7]=[CH:6][C:5]([CH2:8][N:9]([C:14]2[CH2:15][O:16][C:17](=[O:19])[CH:18]=2)[CH2:10][C:11]#[N:12])=[CH:4][CH:3]=1. The catalyst class is: 11. (8) Reactant: C[C:2]([CH3:5])([O-:4])C.[K+].[CH:7]1([CH2:10][O:11][CH2:12][C:13]2[N:18]=[C:17]3[N:19]([CH2:22][CH3:23])[N:20]=[CH:21][C:16]3=[C:15]([C:24]3[CH:25]=[N:26][CH:27]=[C:28]([CH3:30])[CH:29]=3)[C:14]=2[CH:31]=O)[CH2:9][CH2:8]1.C1C[O:36][CH2:35][CH2:34]1. The catalyst class is: 6. Product: [CH:7]1([CH2:10][O:11][CH2:12][C:13]2[N:18]=[C:17]3[N:19]([CH2:22][CH3:23])[N:20]=[CH:21][C:16]3=[C:15]([C:24]3[CH:25]=[N:26][CH:27]=[C:28]([CH3:30])[CH:29]=3)[C:14]=2/[CH:31]=[CH:34]/[C:35]([O:4][CH2:2][CH3:5])=[O:36])[CH2:8][CH2:9]1.